This data is from Forward reaction prediction with 1.9M reactions from USPTO patents (1976-2016). The task is: Predict the product of the given reaction. (1) Given the reactants [CH3:1][O:2][C:3](=[O:19])[C:4]1[C:9]([F:10])=[CH:8][CH:7]=[C:6]([NH2:11])[C:5]=1[NH:12][C:13]1[CH:18]=[CH:17][CH:16]=[CH:15][CH:14]=1.[CH3:20][C@H:21]([NH:25]C(OC(C)(C)C)=O)[C:22](O)=O.C1C=NC2N(O)N=NC=2C=1.CCN=C=NCCCN(C)C.[ClH:54], predict the reaction product. The product is: [ClH:54].[ClH:54].[CH3:1][O:2][C:3]([C:4]1[C:5]2[N:12]([C:13]3[CH:14]=[CH:15][CH:16]=[CH:17][CH:18]=3)[C:20]([C@@H:21]([NH2:25])[CH3:22])=[N:11][C:6]=2[CH:7]=[CH:8][C:9]=1[F:10])=[O:19]. (2) Given the reactants [CH3:1][Si:2]([CH3:48])([CH3:47])[CH2:3][CH2:4][O:5][CH2:6][N:7]([CH2:39][O:40][CH2:41][CH2:42][Si:43]([CH3:46])([CH3:45])[CH3:44])[C:8]1[N:13]2[N:14]=[CH:15][C:16]([C:17]3[CH:18]=[N:19][C:20](Cl)=[CH:21][CH:22]=3)=[C:12]2[N:11]=[C:10]([CH:24]2[CH2:30][CH:29]3[N:31]([C:32]([O:34][C:35]([CH3:38])([CH3:37])[CH3:36])=[O:33])[CH:26]([CH2:27][CH2:28]3)[CH2:25]2)[CH:9]=1.C([Sn](CCCC)(CCCC)[C:54]1[CH:59]=[CH:58][CH:57]=[CH:56][N:55]=1)CCC, predict the reaction product. The product is: [N:19]1[CH:18]=[C:17]([C:16]2[CH:15]=[N:14][N:13]3[C:8]([N:7]([CH2:39][O:40][CH2:41][CH2:42][Si:43]([CH3:46])([CH3:45])[CH3:44])[CH2:6][O:5][CH2:4][CH2:3][Si:2]([CH3:48])([CH3:47])[CH3:1])=[CH:9][C:10]([CH:24]4[CH2:30][CH:29]5[N:31]([C:32]([O:34][C:35]([CH3:38])([CH3:37])[CH3:36])=[O:33])[CH:26]([CH2:27][CH2:28]5)[CH2:25]4)=[N:11][C:12]=23)[CH:22]=[CH:21][C:20]=1[C:54]1[CH:59]=[CH:58][CH:57]=[CH:56][N:55]=1. (3) Given the reactants [NH2:1][C:2]1[CH:3]=[C:4]([C:8]2[N:13]3[N:14]=[C:15]([C:20]4[CH:25]=[CH:24][C:23]([O:26][C:27]5[CH:32]=[CH:31][CH:30]=[CH:29][CH:28]=5)=[CH:22][CH:21]=4)[C:16]([C:17]([NH2:19])=[O:18])=[C:12]3[N:11]=[CH:10][CH:9]=2)[CH:5]=[CH:6][CH:7]=1.[C:33](Cl)(=[O:36])[CH:34]=[CH2:35], predict the reaction product. The product is: [C:33]([NH:1][C:2]1[CH:3]=[C:4]([C:8]2[N:13]3[N:14]=[C:15]([C:20]4[CH:25]=[CH:24][C:23]([O:26][C:27]5[CH:28]=[CH:29][CH:30]=[CH:31][CH:32]=5)=[CH:22][CH:21]=4)[C:16]([C:17]([NH2:19])=[O:18])=[C:12]3[N:11]=[CH:10][CH:9]=2)[CH:5]=[CH:6][CH:7]=1)(=[O:36])[CH:34]=[CH2:35]. (4) Given the reactants [NH2:1][C:2]1[S:6][C:5]2[CH2:7][CH2:8][CH2:9][CH2:10][C:4]=2[C:3]=1[C:11]([C:13]1[C:21]2[C:16](=[CH:17][CH:18]=[CH:19][CH:20]=2)[NH:15][C:14]=1[CH3:22])=O.[C:23]([O:30][CH3:31])(=[O:29])[CH2:24][CH2:25][C:26]([CH3:28])=O.Cl[Si](C)(C)C, predict the reaction product. The product is: [CH3:28][C:26]1[N:1]=[C:2]2[S:6][C:5]3[CH2:7][CH2:8][CH2:9][CH2:10][C:4]=3[C:3]2=[C:11]([C:13]2[C:21]3[C:16](=[CH:17][CH:18]=[CH:19][CH:20]=3)[NH:15][C:14]=2[CH3:22])[C:25]=1[CH2:24][C:23]([O:30][CH3:31])=[O:29]. (5) Given the reactants [CH3:1][O:2][C:3](=[O:17])[C@@H:4]([O:14][CH2:15][CH3:16])[CH2:5][C:6]1[CH:11]=[CH:10][C:9]([OH:12])=[CH:8][C:7]=1[Cl:13].Cl[CH2:19][C:20]1[N:21]=[C:22]([C:26]2[CH:31]=[CH:30][CH:29]=[CH:28][C:27]=2[O:32][CH3:33])[O:23][C:24]=1[CH3:25].COC1C=CC=CC=1C=O.O=P(Cl)(Cl)Cl.C(=O)([O-])[O-].[Cs+].[Cs+].[I-].[K+], predict the reaction product. The product is: [CH3:1][O:2][C:3](=[O:17])[C@@H:4]([O:14][CH2:15][CH3:16])[CH2:5][C:6]1[CH:11]=[CH:10][C:9]([O:12][CH2:19][C:20]2[N:21]=[C:22]([C:26]3[CH:31]=[CH:30][CH:29]=[CH:28][C:27]=3[O:32][CH3:33])[O:23][C:24]=2[CH3:25])=[CH:8][C:7]=1[Cl:13]. (6) Given the reactants [CH2:1]([O:3][C:4]([N:6]1[CH2:11][CH2:10][C:9]2[C:12]([C:26]#[N:27])=[C:13]([NH:15][C:16]([C:18]3[CH:23]=[CH:22][CH:21]=[C:20]([O:24]C)[CH:19]=3)=[O:17])[S:14][C:8]=2[CH2:7]1)=[O:5])[CH3:2].B(Br)(Br)Br, predict the reaction product. The product is: [CH2:1]([O:3][C:4]([N:6]1[CH2:11][CH2:10][C:9]2[C:12]([C:26]#[N:27])=[C:13]([NH:15][C:16]([C:18]3[CH:23]=[CH:22][CH:21]=[C:20]([OH:24])[CH:19]=3)=[O:17])[S:14][C:8]=2[CH2:7]1)=[O:5])[CH3:2]. (7) The product is: [C:7]([O:11][C:12]([N:14]1[CH2:19][CH2:18][CH:17]([N:20]([CH:21]2[CH2:23][CH2:22]2)[C:24]([C:26]2[CH:27]=[N:28][C:29]([C:41]3[CH:42]=[N:43][NH:44][CH:45]=3)=[CH:30][CH:31]=2)=[O:25])[CH2:16][CH2:15]1)=[O:13])([CH3:10])([CH3:9])[CH3:8]. Given the reactants C(=O)([O-])[O-].[K+].[K+].[C:7]([O:11][C:12]([N:14]1[CH2:19][CH2:18][CH:17]([N:20]([C:24]([C:26]2[CH:27]=[N:28][C:29](Br)=[CH:30][CH:31]=2)=[O:25])[CH:21]2[CH2:23][CH2:22]2)[CH2:16][CH2:15]1)=[O:13])([CH3:10])([CH3:9])[CH3:8].CC1(C)C(C)(C)OB([C:41]2[CH:42]=[N:43][NH:44][CH:45]=2)O1, predict the reaction product.